Dataset: TCR-epitope binding with 47,182 pairs between 192 epitopes and 23,139 TCRs. Task: Binary Classification. Given a T-cell receptor sequence (or CDR3 region) and an epitope sequence, predict whether binding occurs between them. (1) The epitope is FLNRFTTTL. The TCR CDR3 sequence is CASSQDRNSGYGYTF. Result: 0 (the TCR does not bind to the epitope). (2) The epitope is HTDFSSEIIGY. The TCR CDR3 sequence is CASSSRRETQYF. Result: 1 (the TCR binds to the epitope). (3) The epitope is AYILFTRFFYV. The TCR CDR3 sequence is CSGLDSYEQYF. Result: 1 (the TCR binds to the epitope). (4) The epitope is LPAADLDDF. The TCR CDR3 sequence is CASSSRTSGGVYEQYF. Result: 1 (the TCR binds to the epitope). (5) The epitope is VLWAHGFEL. The TCR CDR3 sequence is CASSSGTMNSPLHF. Result: 1 (the TCR binds to the epitope). (6) The epitope is TSDLATNNLVVMAY. The TCR CDR3 sequence is CASSALSGRVSTDTQYF. Result: 0 (the TCR does not bind to the epitope). (7) Result: 0 (the TCR does not bind to the epitope). The epitope is GTITSGWTF. The TCR CDR3 sequence is CASSPTTPYNEQFF. (8) The epitope is SEISMDNSPNL. The TCR CDR3 sequence is CSVWTEEETQYF. Result: 0 (the TCR does not bind to the epitope). (9) The epitope is HLVDFQVTI. The TCR CDR3 sequence is CASSPQGGRHGYTF. Result: 0 (the TCR does not bind to the epitope).